The task is: Predict the product of the given reaction.. This data is from Forward reaction prediction with 1.9M reactions from USPTO patents (1976-2016). (1) Given the reactants [NH2:1][C:2]1[CH:10]=[CH:9][C:8]([O:11][C:12]([F:15])([F:14])[F:13])=[CH:7][C:3]=1[C:4]([NH2:6])=O.[Cl-:16].[CH3:17][N:18]1[CH2:23][CH2:22][NH:21][CH2:20][CH2:19]1, predict the reaction product. The product is: [Cl:16][C:9]1[CH:8]=[CH:7][C:3]([C:4]2[N:6]=[C:4]([N:21]3[CH2:22][CH2:23][N:18]([CH3:17])[CH2:19][CH2:20]3)[C:3]3[C:2](=[CH:10][CH:9]=[C:8]([O:11][C:12]([F:15])([F:14])[F:13])[CH:7]=3)[N:1]=2)=[CH:2][CH:10]=1. (2) Given the reactants [CH3:1][C:2]1[CH:3]=[CH:4][C:5]([C:8]2[N:17]=[CH:16][C:15]3[CH2:14][CH2:13][CH2:12][CH2:11][C:10]=3[N:9]=2)=[N:6][CH:7]=1.P(Cl)(Cl)([Cl:20])=O, predict the reaction product. The product is: [Cl:20][C:7]1[N:6]=[C:5]([C:8]2[N:17]=[CH:16][C:15]3[CH2:14][CH2:13][CH2:12][CH2:11][C:10]=3[N:9]=2)[CH:4]=[CH:3][C:2]=1[CH3:1]. (3) Given the reactants [Cl:1][C:2]1[CH:7]=[CH:6][C:5]([S:8]([NH:11][C@H:12]([C@@H:15]([OH:17])[CH3:16])[CH2:13][OH:14])(=[O:10])=[O:9])=[CH:4][CH:3]=1.Br[CH2:19][C:20]1[CH:27]=[CH:26][C:23]([C:24]#[N:25])=[CH:22][C:21]=1[F:28].C(=O)([O-])[O-].[Cs+].[Cs+].O, predict the reaction product. The product is: [Cl:1][C:2]1[CH:3]=[CH:4][C:5]([S:8]([N:11]([CH2:19][C:20]2[CH:27]=[CH:26][C:23]([C:24]#[N:25])=[CH:22][C:21]=2[F:28])[C@H:12]([C@@H:15]([OH:17])[CH3:16])[CH2:13][OH:14])(=[O:10])=[O:9])=[CH:6][CH:7]=1. (4) Given the reactants [NH2:1][C:2]1[N:7]([CH3:8])[C:6](=[O:9])[C:5]([CH3:11])([CH3:10])[C@:4]([C:13]2[CH:18]=[C:17]([NH2:19])[CH:16]=[CH:15][C:14]=2[F:20])([CH3:12])[N:3]=1.[O:21]1[CH2:25][CH2:24][CH:23]([CH:26]=O)[CH2:22]1.[B][B][B][B][B][B][B][B][B][B], predict the reaction product. The product is: [NH2:1][C:2]1[N:7]([CH3:8])[C:6](=[O:9])[C:5]([CH3:10])([CH3:11])[C@:4]([C:13]2[CH:18]=[C:17]([NH:19][CH2:26][CH:23]3[CH2:24][CH2:25][O:21][CH2:22]3)[CH:16]=[CH:15][C:14]=2[F:20])([CH3:12])[N:3]=1. (5) Given the reactants [I-].[Na+].C(=O)([O-])[O-].[K+].[K+].Cl[CH2:10][C:11]1[C:20]2[C:15](=[CH:16][CH:17]=[CH:18][CH:19]=2)[CH:14]=[CH:13][CH:12]=1.[C:21]([O:25][C:26]([NH:28][C@@H:29]1[CH2:34][CH2:33][CH2:32][N:31]([C:35]2[C:49]([CH2:50][C:51]3[CH:56]=[CH:55][CH:54]=[CH:53][C:52]=3[Cl:57])=[C:38]3[C:39](=[O:48])[NH:40][C:41]([C:43]([O:45][CH2:46][CH3:47])=[O:44])=[CH:42][N:37]3[N:36]=2)[CH2:30]1)=[O:27])([CH3:24])([CH3:23])[CH3:22], predict the reaction product. The product is: [C:21]([O:25][C:26]([NH:28][C@@H:29]1[CH2:34][CH2:33][CH2:32][N:31]([C:35]2[C:49]([CH2:50][C:51]3[CH:56]=[CH:55][CH:54]=[CH:53][C:52]=3[Cl:57])=[C:38]3[C:39](=[O:48])[N:40]([CH2:10][C:11]4[C:20]5[C:15](=[CH:16][CH:17]=[CH:18][CH:19]=5)[CH:14]=[CH:13][CH:12]=4)[C:41]([C:43]([O:45][CH2:46][CH3:47])=[O:44])=[CH:42][N:37]3[N:36]=2)[CH2:30]1)=[O:27])([CH3:22])([CH3:23])[CH3:24]. (6) The product is: [CH:14]([C:13]1[N:21]([O:20][CH3:19])[C:2]2[C:11]3[CH:10]=[CH:9][CH:8]=[CH:7][C:6]=3[N:5]=[CH:4][C:3]=2[N:12]=1)([CH3:16])[CH3:15]. Given the reactants Cl[C:2]1[C:11]2[C:6](=[CH:7][CH:8]=[CH:9][CH:10]=2)[N:5]=[CH:4][C:3]=1[NH:12][C:13](=O)[CH:14]([CH3:16])[CH3:15].Cl.[CH3:19][O:20][NH2:21], predict the reaction product.